This data is from Reaction yield outcomes from USPTO patents with 853,638 reactions. The task is: Predict the reaction yield, written as a fraction of the theoretical maximum amount of product (1.0 means a 100% yield; for example, 0.34 means a 34% yield). The reactants are [NH:1]([C:33]([O:35][CH2:36][CH:37]1[C:49]2[C:44](=[CH:45][CH:46]=[CH:47][CH:48]=2)[C:43]2[C:38]1=[CH:39][CH:40]=[CH:41][CH:42]=2)=[O:34])[C@H:2]([C:10]([N:12]([CH3:32])[C@H:13]([C:17]([NH:19][C@H:20]([C:29]([NH2:31])=[O:30])[CH2:21][C:22]1[CH:27]=[CH:26][C:25]([OH:28])=[CH:24][CH:23]=1)=[O:18])[CH:14]([CH3:16])[CH3:15])=[O:11])[CH2:3][C:4]1[CH:9]=[CH:8][CH:7]=[CH:6][CH:5]=1.O.[N+:51]([O-])([OH:53])=[O:52]. The catalyst is C(Cl)Cl.C(O)(=O)C. The product is [NH:1]([C:33]([O:35][CH2:36][CH:37]1[C:38]2[C:43](=[CH:42][CH:41]=[CH:40][CH:39]=2)[C:44]2[C:49]1=[CH:48][CH:47]=[CH:46][CH:45]=2)=[O:34])[C@H:2]([C:10]([N:12]([CH3:32])[C@H:13]([C:17]([NH:19][C@H:20]([C:29]([NH2:31])=[O:30])[CH2:21][C:22]1[CH:27]=[CH:26][C:25]([OH:28])=[C:24]([N+:51]([O-:53])=[O:52])[CH:23]=1)=[O:18])[CH:14]([CH3:16])[CH3:15])=[O:11])[CH2:3][C:4]1[CH:5]=[CH:6][CH:7]=[CH:8][CH:9]=1. The yield is 0.830.